Dataset: Full USPTO retrosynthesis dataset with 1.9M reactions from patents (1976-2016). Task: Predict the reactants needed to synthesize the given product. Given the product [CH3:15][C:16]1[CH:17]=[CH:18][CH:19]=[C:20]2[C:24]=1[CH:23]([NH:25][C:2]1[CH:11]=[CH:10][C:9]3[C:4](=[CH:5][CH:6]=[C:7]([NH2:12])[CH:8]=3)[N:3]=1)[CH2:22][CH2:21]2, predict the reactants needed to synthesize it. The reactants are: Cl[C:2]1[CH:11]=[CH:10][C:9]2[C:4](=[CH:5][CH:6]=[C:7]([N+:12]([O-])=O)[CH:8]=2)[N:3]=1.[CH3:15][C:16]1[CH:17]=[CH:18][CH:19]=[C:20]2[C:24]=1[CH:23]([NH2:25])[CH2:22][CH2:21]2.